From a dataset of Forward reaction prediction with 1.9M reactions from USPTO patents (1976-2016). Predict the product of the given reaction. (1) Given the reactants [NH2:1][CH2:2][CH2:3][NH:4][C:5]1[N:13]=[C:12]([Cl:14])[N:11]=[C:10]2[C:6]=1[N:7]=[CH:8][N:9]2[CH:15]1[CH2:19][CH2:18][CH2:17][CH2:16]1.C(Cl)Cl.C(N(CC)CC)C.[F:30][C:31]([F:37])([F:36])[S:32](Cl)(=[O:34])=[O:33], predict the reaction product. The product is: [Cl:14][C:12]1[N:11]=[C:10]2[C:6]([N:7]=[CH:8][N:9]2[CH:15]2[CH2:19][CH2:18][CH2:17][CH2:16]2)=[C:5]([NH:4][CH2:3][CH2:2][NH:1][S:32]([C:31]([F:37])([F:36])[F:30])(=[O:34])=[O:33])[N:13]=1. (2) Given the reactants [CH3:1][O:2][CH2:3][CH2:4][C:5]1[NH:9][N:8]=[C:7]([C:10]2[CH:15]=[CH:14][CH:13]=[CH:12][CH:11]=2)[CH:6]=1.[Br:16]Br, predict the reaction product. The product is: [Br:16][C:6]1[C:7]([C:10]2[CH:15]=[CH:14][CH:13]=[CH:12][CH:11]=2)=[N:8][NH:9][C:5]=1[CH2:4][CH2:3][O:2][CH3:1]. (3) The product is: [N+:24]([C:22]1[CH:21]=[CH:20][C:17]2[CH2:18][O:19][C:3](=[O:4])[NH:15][C:16]=2[CH:23]=1)([O-:26])=[O:25]. Given the reactants [H-].[Na+].[C:3](N1C=CN=C1)(N1C=CN=C1)=[O:4].[NH2:15][C:16]1[CH:23]=[C:22]([N+:24]([O-:26])=[O:25])[CH:21]=[CH:20][C:17]=1[CH2:18][OH:19].[Cl-].[NH4+], predict the reaction product.